Task: Regression/Classification. Given a drug SMILES string, predict its absorption, distribution, metabolism, or excretion properties. Task type varies by dataset: regression for continuous measurements (e.g., permeability, clearance, half-life) or binary classification for categorical outcomes (e.g., BBB penetration, CYP inhibition). Dataset: cyp1a2_veith.. Dataset: CYP1A2 inhibition data for predicting drug metabolism from PubChem BioAssay (1) The compound is C[C@@H]1C[C@H](OC(=O)[C@@H](O)c2ccccc2)CC(C)(C)N1C. The result is 0 (non-inhibitor). (2) The compound is CNCCCN1c2ccccc2CCc2ccccc21. The result is 0 (non-inhibitor). (3) The drug is NC(N)=Nc1ccc2[nH]c3c(c2c1)C[C@]1(O)[C@@H]2Cc4ccc(O)c5c4[C@]1(CCN2CC1CC1)[C@H]3O5.O=C(O)C(F)(F)F.O=C(O)C(F)(F)F. The result is 0 (non-inhibitor). (4) The drug is N/C(=N\O)c1cn([C@@H]2O[C@@H](CO)[C@H](O)[C@@H]2O)c2ncnc(NO)c12. The result is 0 (non-inhibitor). (5) The molecule is COc1ccc(-n2c(=O)c(-c3cccs3)nc3cnc(OC)nc32)cc1. The result is 1 (inhibitor). (6) The drug is Cc1ccc(-c2noc(CN(C(=O)C34CC5CC(CC(C5)C3)C4)C(C)C)n2)cc1. The result is 0 (non-inhibitor).